This data is from Peptide-MHC class II binding affinity with 134,281 pairs from IEDB. The task is: Regression. Given a peptide amino acid sequence and an MHC pseudo amino acid sequence, predict their binding affinity value. This is MHC class II binding data. The peptide sequence is QFLYLYALIYFLQCI. The MHC is DRB1_0101 with pseudo-sequence DRB1_0101. The binding affinity (normalized) is 0.800.